This data is from Forward reaction prediction with 1.9M reactions from USPTO patents (1976-2016). The task is: Predict the product of the given reaction. Given the reactants [Cl:1][C:2]1[CH:7]=[CH:6][C:5]([C:8]2[NH:9][C:10]3[N:11]([N:15]=[CH:16][C:17]=3[C:18]([NH2:20])=[O:19])[C:12](=[O:14])[CH:13]=2)=[CH:4][C:3]=1[O:21][CH:22]([CH3:24])[CH3:23].[CH3:25][C:26]([N:28]([CH3:30])[CH3:29])=O.[CH3:25][C:26]([N:28]([CH3:30])[CH3:29])=O, predict the reaction product. The product is: [Cl:1][C:2]1[CH:7]=[CH:6][C:5]([C:8]2[NH:9][C:10]3[N:11]([N:15]=[CH:16][C:17]=3[C:18](/[N:20]=[C:26](/[N:28]([CH3:30])[CH3:29])\[CH3:25])=[O:19])[C:12](=[O:14])[CH:13]=2)=[CH:4][C:3]=1[O:21][CH:22]([CH3:24])[CH3:23].